Dataset: Forward reaction prediction with 1.9M reactions from USPTO patents (1976-2016). Task: Predict the product of the given reaction. (1) Given the reactants [CH3:1][O:2][C:3](=[O:21])[CH:4]=[CH:5][C:6]1[CH:11]=[CH:10][C:9]([O:12]CC2C=CC=CC=2)=[CH:8][C:7]=1[CH3:20], predict the reaction product. The product is: [CH3:1][O:2][C:3](=[O:21])[CH2:4][CH2:5][C:6]1[CH:11]=[CH:10][C:9]([OH:12])=[CH:8][C:7]=1[CH3:20]. (2) Given the reactants [C:1]([N:5]1[CH:9]=[C:8]([NH:10][C:11]([NH:13][C:14]2[CH:19]=[C:18]([C:20]3[C:31](=[O:32])[N:30]([CH3:33])[C:23]4[N:24]=[C:25]([NH:28][CH3:29])[N:26]=[CH:27][C:22]=4[CH:21]=3)[C:17]([CH3:34])=[CH:16][C:15]=2[F:35])=[O:12])[CH:7]=[N:6]1)([CH3:4])([CH3:3])[CH3:2], predict the reaction product. The product is: [C:1]([N:5]1[CH:9]=[C:8]([NH:10][C:11]([NH:13][C:14]2[CH:19]=[C:18]([C:20]3[C:31](=[O:32])[N:30]([CH3:33])[C:23]4[N:24]=[C:25]([NH:28][CH2:29][CH2:23][N:30]([CH3:33])[CH3:31])[N:26]=[CH:27][C:22]=4[CH:21]=3)[C:17]([CH3:34])=[CH:16][C:15]=2[F:35])=[O:12])[CH:7]=[N:6]1)([CH3:3])([CH3:2])[CH3:4]. (3) Given the reactants [OH:1][C:2]1[C:11]2[C:6](=[CH:7][CH:8]=[CH:9][CH:10]=2)[N:5]([N:12]2C(=O)[C:19]3[C:14](=[CH:15]C=CC=3)[C:13]2=O)[C:4](=[O:23])[C:3]=1[C:24]1[NH:29][C:28]2[S:30][CH:31]=[C:32]([CH2:33][O:34][CH2:35][O:36][CH3:37])[C:27]=2[S:26](=[O:39])(=[O:38])[N:25]=1.C1(C=O)CC1, predict the reaction product. The product is: [CH:14]1([CH:13]=[N:12][N:5]2[C:6]3[C:11](=[CH:10][CH:9]=[CH:8][CH:7]=3)[C:2]([OH:1])=[C:3]([C:24]3[NH:29][C:28]4[S:30][CH:31]=[C:32]([CH2:33][O:34][CH2:35][O:36][CH3:37])[C:27]=4[S:26](=[O:38])(=[O:39])[N:25]=3)[C:4]2=[O:23])[CH2:15][CH2:19]1. (4) Given the reactants Cl[C:2]1[CH:7]=[CH:6][N:5]=[CH:4][C:3]=1[CH:8]=[O:9].[F:10][C:11]1[CH:16]=[CH:15][C:14](B(O)O)=[CH:13][CH:12]=1.C(=O)([O-])[O-].[K+].[K+].COCCOC, predict the reaction product. The product is: [F:10][C:11]1[CH:16]=[CH:15][C:14]([C:2]2[CH:7]=[CH:6][N:5]=[CH:4][C:3]=2[CH:8]=[O:9])=[CH:13][CH:12]=1. (5) Given the reactants [NH:1]1[CH:5]=[CH:4][N:3]=[C:2]1[C:6](=[S:8])[NH2:7].Br[CH2:10][C:11](=O)[C:12]([O:14][CH2:15][CH3:16])=[O:13], predict the reaction product. The product is: [CH2:15]([O:14][C:12]([C:11]1[N:7]=[C:6]([C:2]2[NH:1][CH:5]=[CH:4][N:3]=2)[S:8][CH:10]=1)=[O:13])[CH3:16]. (6) Given the reactants [Cl:1][C:2]1[C:3]([NH:23][C:24]2[CH:28]=[C:27]([CH3:29])[NH:26][N:25]=2)=[N:4][C:5]([NH:8][C:9]2[CH:14]=[C:13]([CH3:15])[C:12]([CH:16]3[CH2:21][CH2:20][NH:19][CH2:18][CH2:17]3)=[CH:11][C:10]=2[F:22])=[N:6][CH:7]=1.C(N(CC)CC)C.[CH3:37][N:38]([CH3:43])[CH2:39][C:40](Cl)=[O:41], predict the reaction product. The product is: [Cl:1][C:2]1[C:3]([NH:23][C:24]2[CH:28]=[C:27]([CH3:29])[NH:26][N:25]=2)=[N:4][C:5]([NH:8][C:9]2[C:10]([F:22])=[CH:11][C:12]([CH:16]3[CH2:17][CH2:18][N:19]([C:40](=[O:41])[CH2:39][N:38]([CH3:43])[CH3:37])[CH2:20][CH2:21]3)=[C:13]([CH3:15])[CH:14]=2)=[N:6][CH:7]=1.